This data is from Reaction yield outcomes from USPTO patents with 853,638 reactions. The task is: Predict the reaction yield, written as a fraction of the theoretical maximum amount of product (1.0 means a 100% yield; for example, 0.34 means a 34% yield). No catalyst specified. The product is [F:1][C:2]1[C:10]([OH:11])=[CH:9][C:5]([C:6]([O:8][CH3:20])=[O:7])=[C:4]([N+:12]([O-:14])=[O:13])[CH:3]=1. The reactants are [F:1][C:2]1[C:10]([OH:11])=[CH:9][C:5]([C:6]([OH:8])=[O:7])=[C:4]([N+:12]([O-:14])=[O:13])[CH:3]=1.S(=O)(=O)(O)O.[CH3:20]O. The yield is 0.850.